Dataset: Full USPTO retrosynthesis dataset with 1.9M reactions from patents (1976-2016). Task: Predict the reactants needed to synthesize the given product. (1) The reactants are: [NH3:1].[CH2:2]([O:4][C:5]([C:7]1[C:8]2[S:16][CH:15]=[C:14]([CH2:17][O:18][C:19]3[CH:24]=[C:23]([O:25][CH2:26][C:27]4[CH:32]=[CH:31][C:30]([Cl:33])=[CH:29][CH:28]=4)[CH:22]=[CH:21][C:20]=3[CH3:34])[C:9]=2[C:10](Cl)=[N:11][CH:12]=1)=[O:6])[CH3:3]. Given the product [CH2:2]([O:4][C:5]([C:7]1[C:8]2[S:16][CH:15]=[C:14]([CH2:17][O:18][C:19]3[CH:24]=[C:23]([O:25][CH2:26][C:27]4[CH:32]=[CH:31][C:30]([Cl:33])=[CH:29][CH:28]=4)[CH:22]=[CH:21][C:20]=3[CH3:34])[C:9]=2[C:10]([NH2:1])=[N:11][CH:12]=1)=[O:6])[CH3:3], predict the reactants needed to synthesize it. (2) Given the product [CH3:24][C:10]1[N:9]=[C:8]([C:6]2[CH:5]=[CH:4][N:3]=[C:2]([C:32]3[CH:31]=[CH:30][CH:29]=[C:28]([N+:25]([O-:27])=[O:26])[CH:33]=3)[CH:7]=2)[CH:13]=[C:12]([C:14]2[CH:19]=[CH:18][C:17]([C:20]([F:23])([F:22])[F:21])=[CH:16][CH:15]=2)[CH:11]=1, predict the reactants needed to synthesize it. The reactants are: Cl[C:2]1[CH:7]=[C:6]([C:8]2[CH:13]=[C:12]([C:14]3[CH:19]=[CH:18][C:17]([C:20]([F:23])([F:22])[F:21])=[CH:16][CH:15]=3)[CH:11]=[C:10]([CH3:24])[N:9]=2)[CH:5]=[CH:4][N:3]=1.[N+:25]([C:28]1[CH:29]=[C:30](B(O)O)[CH:31]=[CH:32][CH:33]=1)([O-:27])=[O:26]. (3) Given the product [O:21]=[C:4]1[CH:5]=[C:6]([CH:8]2[CH2:9][CH2:10][N:11]([C:14]([O:16][C:17]([CH3:18])([CH3:19])[CH3:20])=[O:15])[CH2:12][CH2:13]2)[N:35]2[N:34]=[C:31]3[N:32]=[CH:33][C:28]([C:22]4[CH:27]=[CH:26][CH:25]=[CH:24][CH:23]=4)=[CH:29][C:30]3=[C:36]2[NH:37]1, predict the reactants needed to synthesize it. The reactants are: C(O[C:4](=[O:21])[CH2:5][C:6]([CH:8]1[CH2:13][CH2:12][N:11]([C:14]([O:16][C:17]([CH3:20])([CH3:19])[CH3:18])=[O:15])[CH2:10][CH2:9]1)=O)C.[C:22]1([C:28]2[CH:29]=[C:30]3[C:36]([NH2:37])=[N:35][NH:34][C:31]3=[N:32][CH:33]=2)[CH:27]=[CH:26][CH:25]=[CH:24][CH:23]=1.P([O-])([O-])([O-])=O.[K+].[K+].[K+].